This data is from Full USPTO retrosynthesis dataset with 1.9M reactions from patents (1976-2016). The task is: Predict the reactants needed to synthesize the given product. (1) The reactants are: Br[C:2]1[CH:7]=[CH:6][N:5]=[C:4]([NH2:8])[CH:3]=1.C1(P(C2CCCCC2)C2C=CC=CC=2C2C(C(C)C)=CC(C(C)C)=CC=2C(C)C)CCCCC1.[NH:43]1[CH2:48][CH2:47][O:46][CH2:45][CH2:44]1.[Li+].C[Si]([N-][Si](C)(C)C)(C)C. Given the product [O:46]1[CH2:47][CH2:48][N:43]([C:2]2[CH:7]=[CH:6][N:5]=[C:4]([NH2:8])[CH:3]=2)[CH2:44][CH2:45]1, predict the reactants needed to synthesize it. (2) Given the product [O:23]=[C:21]1[C:22]2[N:13]=[CH:14][CH:15]=[CH:16][C:17]=2[CH2:18][CH2:19][CH:20]1[CH2:26][CH2:25][C:24]#[N:27], predict the reactants needed to synthesize it. The reactants are: C(NC(C)C)(C)C.C([Li])CCC.[N:13]1[C:22]2[C:21](=[O:23])[CH2:20][CH2:19][CH2:18][C:17]=2[CH:16]=[CH:15][CH:14]=1.[C:24](#[N:27])[CH:25]=[CH2:26]. (3) Given the product [NH2:8][C@@H:9]([C@@H:21]([CH3:24])[CH2:22][CH3:23])[C:10]([N:12]1[CH2:16][C:15]([F:17])([F:18])[CH2:14][C@H:13]1[C:19]#[N:20])=[O:11], predict the reactants needed to synthesize it. The reactants are: C(OC([NH:8][C@@H:9]([C@@H:21]([CH3:24])[CH2:22][CH3:23])[C:10]([N:12]1[CH2:16][C:15]([F:18])([F:17])[CH2:14][C@H:13]1[C:19]#[N:20])=[O:11])=O)(C)(C)C.Cl. (4) The reactants are: [NH2:1][C:2]1[CH:3]=[CH:4][C:5]([O:12][CH:13]([C:20]2[CH:25]=[CH:24][CH:23]=[CH:22][CH:21]=2)[C:14]2[CH:19]=[CH:18][CH:17]=[CH:16][CH:15]=2)=[C:6]([C:8](=[O:11])[CH2:9][CH3:10])[CH:7]=1.[C:26]1([N:32]=[C:33]=[O:34])[CH:31]=[CH:30][CH:29]=[CH:28][CH:27]=1.O. Given the product [CH:13]([O:12][C:5]1[CH:4]=[CH:3][C:2]([NH:1][C:33]([NH:32][C:26]2[CH:31]=[CH:30][CH:29]=[CH:28][CH:27]=2)=[O:34])=[CH:7][C:6]=1[C:8](=[O:11])[CH2:9][CH3:10])([C:14]1[CH:15]=[CH:16][CH:17]=[CH:18][CH:19]=1)[C:20]1[CH:21]=[CH:22][CH:23]=[CH:24][CH:25]=1, predict the reactants needed to synthesize it. (5) Given the product [Cl:8][C:9]1[CH:10]=[C:11]([C:16]2([C:30]([F:33])([F:32])[F:31])[O:20][N:19]=[C:18]([C:21]3[CH:29]=[CH:28][C:24]([C:25]([NH:37][CH2:36][C:35]([F:39])([F:38])[F:34])=[O:26])=[CH:23][CH:22]=3)[CH2:17]2)[CH:12]=[C:13]([Cl:15])[CH:14]=1, predict the reactants needed to synthesize it. The reactants are: C(N(CC)CC)C.[Cl:8][C:9]1[CH:10]=[C:11]([C:16]2([C:30]([F:33])([F:32])[F:31])[O:20][N:19]=[C:18]([C:21]3[CH:29]=[CH:28][C:24]([C:25](Cl)=[O:26])=[CH:23][CH:22]=3)[CH2:17]2)[CH:12]=[C:13]([Cl:15])[CH:14]=1.[F:34][C:35]([F:39])([F:38])[CH2:36][NH2:37]. (6) Given the product [OH:16][C:11]1([C:9]2[N:8]=[N:7][N:6]([CH2:5][C:4]([OH:17])=[O:3])[CH:10]=2)[CH2:15][CH2:14][CH2:13][CH2:12]1, predict the reactants needed to synthesize it. The reactants are: C([O:3][C:4](=[O:17])[CH2:5][N:6]1[CH:10]=[C:9]([C:11]2([OH:16])[CH2:15][CH2:14][CH2:13][CH2:12]2)[N:8]=[N:7]1)C.[OH-].[Na+].C.OS([O-])(=O)=O.[Na+]. (7) Given the product [O:11]1[C:12]2[CH:19]=[CH:18][C:17]([CH2:20][NH:4][C:3]3[CH:5]=[CH:6][CH:7]=[CH:8][C:2]=3[C:1]([OH:10])=[O:9])=[CH:16][C:13]=2[CH2:14][CH2:15]1, predict the reactants needed to synthesize it. The reactants are: [C:1]([OH:10])(=[O:9])[C:2]1[C:3](=[CH:5][CH:6]=[CH:7][CH:8]=1)[NH2:4].[O:11]1[CH2:15][CH2:14][C:13]2[CH:16]=[C:17]([CH:20]=O)[CH:18]=[CH:19][C:12]1=2. (8) Given the product [CH:24]1[C:19]([C:44]([O:47][OH:11])=[O:46])=[CH:20][CH:21]=[CH:22][CH:23]=1.[Cl:51][C:4]1[CH:5]=[CH:6][CH:7]=[CH:8][CH:9]=1.[O:47]1[CH2:48][CH:49]1[CH2:50][C:6]1[CH:5]=[C:4]([CH3:1])[CH:9]=[CH:8][C:7]=1[S:10]([NH2:13])(=[O:11])=[O:12], predict the reactants needed to synthesize it. The reactants are: [CH2:1]([C:4]1[CH:9]=[CH:8][C:7]([S:10]([NH2:13])(=[O:12])=[O:11])=[CH:6][CH:5]=1)C=C.CNS([C:19]1[CH:24]=[CH:23][CH:22]=[CH:21][CH:20]=1)(=O)=O.C1(P(C2C=CC=CC=2)C2C=CC=CC=2)C=CC=CC=1.[C:44]([O:47][CH2:48][CH:49]=[CH2:50])(=[O:46])C.[Cl:51]CCl.